Predict the product of the given reaction. From a dataset of Forward reaction prediction with 1.9M reactions from USPTO patents (1976-2016). (1) Given the reactants [CH2:1]([N:6]1[CH2:10][C:9]2([CH2:15][CH2:14][CH2:13][CH:12]([C:16]([O:18][CH3:19])=[O:17])[CH2:11]2)[O:8][C:7]1=[O:20])[C:2]([CH3:5])([CH3:4])[CH3:3].[CH3:21][Si]([N-][Si](C)(C)C)(C)C.[Na+].IC, predict the reaction product. The product is: [CH3:21][C:12]1([C:16]([O:18][CH3:19])=[O:17])[CH2:13][CH2:14][CH2:15][C:9]2([O:8][C:7](=[O:20])[N:6]([CH2:1][C:2]([CH3:5])([CH3:4])[CH3:3])[CH2:10]2)[CH2:11]1. (2) Given the reactants [C:1]([O:5][C:6]([N:8]1[CH2:12][CH2:11][C@H:10]([OH:13])[C@H:9]1[CH2:14][CH:15]=O)=[O:7])([CH3:4])([CH3:3])[CH3:2].[C:17](OCC)(=O)C, predict the reaction product. The product is: [C:1]([O:5][C:6]([N:8]1[CH2:12][CH2:11][C@H:10]([OH:13])[C@H:9]1[CH2:14][C:15]#[CH:17])=[O:7])([CH3:2])([CH3:3])[CH3:4]. (3) Given the reactants [Cl:1][C:2]1[CH:7]=[CH:6][C:5]([OH:8])=[CH:4][C:3]=1[C:9]1[C:18]2[C:13](=[C:14]([Cl:19])[CH:15]=[CH:16][CH:17]=2)[N:12]=[CH:11][N:10]=1.Br[C:21]1[CH:22]=[C:23]([S:27]([CH2:30][CH2:31][CH2:32][OH:33])(=[O:29])=[O:28])[CH:24]=[CH:25][CH:26]=1, predict the reaction product. The product is: [Cl:1][C:2]1[CH:7]=[CH:6][C:5]([O:8][C:21]2[CH:22]=[C:23]([S:27]([CH2:30][CH2:31][CH2:32][OH:33])(=[O:29])=[O:28])[CH:24]=[CH:25][CH:26]=2)=[CH:4][C:3]=1[C:9]1[C:18]2[C:13](=[C:14]([Cl:19])[CH:15]=[CH:16][CH:17]=2)[N:12]=[CH:11][N:10]=1. (4) The product is: [CH3:24][O:26][C:27]([C:38]1([Cl:41])[C:10]2[C:15](=[CH:14][CH:13]=[C:12]([C:16]([F:19])([F:18])[F:17])[CH:11]=2)[N:6]([C:4]([O:3][CH2:1][CH3:2])=[O:5])[CH:7]([CH2:22][CH3:23])[CH2:8]1)=[O:43]. Given the reactants [CH2:1]([O:3][C:4]([N:6]1[C:15]2[C:10](=[CH:11][C:12]([C:16]([F:19])([F:18])[F:17])=[CH:13][CH:14]=2)C(=NN)[CH2:8][C@H:7]1[CH2:22][CH3:23])=[O:5])[CH3:2].[CH2:24]([O:26][CH2:27]C)C.C(N(C(C)C)CC)(C)C.[C:38]([Cl:41])(Cl)=O.C[OH:43], predict the reaction product. (5) Given the reactants [OH-].[Na+].[CH3:3][O:4][CH:5]([O:8][CH3:9])[CH2:6][NH2:7].Cl[C:11]([O:13][CH2:14][CH3:15])=[O:12], predict the reaction product. The product is: [CH3:3][O:4][CH:5]([O:8][CH3:9])[CH2:6][NH:7][C:11](=[O:12])[O:13][CH2:14][CH3:15]. (6) Given the reactants [CH:1]1[C:10]2[C:5](=[CH:6][CH:7]=[CH:8][CH:9]=2)[CH:4]=[CH:3][C:2]=1[CH2:11][CH2:12]OS(C1C=CC(C)=CC=1)(=O)=O.[N-:24]=[N+:25]=[N-:26].[Na+], predict the reaction product. The product is: [N:24]([CH2:12][CH2:11][C:2]1[CH:3]=[CH:4][C:5]2[C:10](=[CH:9][CH:8]=[CH:7][CH:6]=2)[CH:1]=1)=[N+:25]=[N-:26]. (7) Given the reactants [CH3:1][O:2][C:3](=[O:13])[C:4]1[CH:9]=[C:8]([F:10])[C:7](F)=[CH:6][C:5]=1[F:12].[CH3:14][S-:15].[Na+].O, predict the reaction product. The product is: [CH3:1][O:2][C:3](=[O:13])[C:4]1[CH:9]=[C:8]([F:10])[C:7]([S:15][CH3:14])=[CH:6][C:5]=1[F:12]. (8) Given the reactants [CH2:1]([N:4]1[CH2:13][CH2:12][C:11]2[C:6](=[CH:7][CH:8]=[C:9]([Br:14])[CH:10]=2)[C:5]1=[O:15])[CH:2]=C.I([O-])(=O)(=O)=[O:17].[Na+], predict the reaction product. The product is: [Br:14][C:9]1[CH:10]=[C:11]2[C:6](=[CH:7][CH:8]=1)[C:5](=[O:15])[N:4]([CH2:1][CH:2]=[O:17])[CH2:13][CH2:12]2.